From a dataset of Full USPTO retrosynthesis dataset with 1.9M reactions from patents (1976-2016). Predict the reactants needed to synthesize the given product. Given the product [CH2:48]([CH:40]([CH2:41][C:42]1[CH:47]=[CH:46][CH:45]=[CH:44][CH:43]=1)[CH2:39][NH:38][C:34]1[N:33]=[C:32]([I:55])[N:31]=[C:30]2[C:35]=1[N:36]=[CH:37][N:29]2[C@@H:11]1[O:12][C@H:13]([C:24]([NH:26][CH2:27][CH3:28])=[O:25])[C@@H:14]([OH:15])[C@H:10]1[OH:9])[C:49]1[CH:54]=[CH:53][CH:52]=[CH:51][CH:50]=1, predict the reactants needed to synthesize it. The reactants are: C([O:9][C@@H:10]1[C@H:14]([O:15]C(=O)C2C=CC=CC=2)[C@@H:13]([C:24]([NH:26][CH2:27][CH3:28])=[O:25])[O:12][C@H:11]1[N:29]1[CH:37]=[N:36][C:35]2[C:30]1=[N:31][C:32]([I:55])=[N:33][C:34]=2[NH:38][CH2:39][CH:40]([CH2:48][C:49]1[CH:54]=[CH:53][CH:52]=[CH:51][CH:50]=1)[CH2:41][C:42]1[CH:47]=[CH:46][CH:45]=[CH:44][CH:43]=1)(=O)C1C=CC=CC=1.C(=O)([O-])[O-].[Na+].[Na+].